This data is from Forward reaction prediction with 1.9M reactions from USPTO patents (1976-2016). The task is: Predict the product of the given reaction. (1) Given the reactants [CH3:1][C:2]([O:5][C:6]([NH:8][CH2:9][C:10]([OH:12])=O)=[O:7])([CH3:4])[CH3:3].C[C@@H](O)[C@@H]1NC(=O)[C@H](CCN)NC(=O)[C@H](CCN)NC(=O)[C@H](CC(C)C)NC(=O)[C@@H](CC2C=CC=CC=2)NC(=O)[C@H](CCN)NC(=O)[C@@H](NC([C@@H](N)CCN)=O)CCNC1=O.OS(O)(=O)=O.CN(C(ON1N=NC2C=CC=NC1=2)=[N+](C)C)C.F[P-](F)(F)(F)(F)F.C(N(CC)C(C)C)(C)C.[CH3:112][C:113]([CH3:133])=[CH:114][CH2:115][CH2:116]/[C:117](/[CH3:132])=[CH:118]/[CH2:119][CH2:120]/[C:121](/[CH3:131])=[CH:122]/[CH2:123][S:124][CH2:125][C@H:126]([NH2:130])[C:127]([OH:129])=[O:128], predict the reaction product. The product is: [CH3:4][C:2]([CH3:1])([O:5][C:6](=[O:7])[NH:8][CH2:9][C:10](=[O:12])[NH:130][C@H:126]([C:127]([OH:129])=[O:128])[CH2:125][S:124][CH2:123]/[CH:122]=[C:121](\[CH3:131])/[CH2:120][CH2:119]/[CH:118]=[C:117](\[CH3:132])/[CH2:116][CH2:115][CH:114]=[C:113]([CH3:133])[CH3:112])[CH3:3]. (2) The product is: [CH3:19][C:20]1[C:28]2[C:23](=[CH:24][CH:25]=[C:26]([C:29]3[N:34]=[C:33]([CH2:35][S:36]([CH3:39])(=[O:38])=[O:37])[CH:32]=[C:31]([N:40]4[CH2:45][CH2:44][O:43][CH2:42][CH2:41]4)[N:30]=3)[CH:27]=2)[NH:22][N:21]=1. Given the reactants [F-].C([N+](CCCC)(CCCC)CCCC)CCC.[CH3:19][C:20]1[C:28]2[C:23](=[CH:24][CH:25]=[C:26]([C:29]3[N:34]=[C:33]([CH2:35][S:36]([CH3:39])(=[O:38])=[O:37])[CH:32]=[C:31]([N:40]4[CH2:45][CH2:44][O:43][CH2:42][CH2:41]4)[N:30]=3)[CH:27]=2)[N:22](S(C2C=CC(C)=CC=2)(=O)=O)[N:21]=1.O, predict the reaction product. (3) Given the reactants [CH3:1][Si]([N-][Si](C)(C)C)(C)C.[Li+].F[C:12]1[C:13]([C:19]2C3OC=CC=3C(F)=CC=2)=[CH:14][C:15]([NH2:18])=[N:16][CH:17]=1.Cl.[OH-:30].[Na+], predict the reaction product. The product is: [NH2:18][C:15]1[CH:14]=[C:13]([CH2:19][OH:30])[CH:12]=[C:17]([CH3:1])[N:16]=1. (4) Given the reactants [CH3:1][C:2]1[NH:7][C:6](=[O:8])[C:5]([C:9]#[N:10])=[C:4]([CH2:11][N:12]2[CH2:17][CH2:16][O:15][CH2:14][CH2:13]2)[CH:3]=1.Cl.O1CCOCC1, predict the reaction product. The product is: [NH2:10][CH2:9][C:5]1[C:6](=[O:8])[NH:7][C:2]([CH3:1])=[CH:3][C:4]=1[CH2:11][N:12]1[CH2:17][CH2:16][O:15][CH2:14][CH2:13]1.